This data is from Reaction yield outcomes from USPTO patents with 853,638 reactions. The task is: Predict the reaction yield, written as a fraction of the theoretical maximum amount of product (1.0 means a 100% yield; for example, 0.34 means a 34% yield). (1) The reactants are [CH3:1][C:2]1[N:7]=[C:6]([C:8]([OH:10])=O)[CH:5]=[CH:4][CH:3]=1.[C:11]([C:14]1[C:19]([NH2:20])=[C:18]([CH3:21])[C:17]([O:22][CH3:23])=[CH:16][CH:15]=1)(=[O:13])[CH3:12].N1C=CC=CC=1.O=P(Cl)(Cl)Cl.[OH-].[Na+]. The catalyst is C(Cl)Cl.O. The product is [C:11]([C:14]1[C:19]([NH:20][C:8]([C:6]2[CH:5]=[CH:4][CH:3]=[C:2]([CH3:1])[N:7]=2)=[O:10])=[C:18]([CH3:21])[C:17]([O:22][CH3:23])=[CH:16][CH:15]=1)(=[O:13])[CH3:12]. The yield is 0.860. (2) The reactants are [C:1]([O:5][C:6]([N:8]1[C:12]2[N:13]=[C:14](Cl)[N:15]=[C:16]([CH2:17][CH3:18])[C:11]=2[CH:10]=[CH:9]1)=[O:7])([CH3:4])([CH3:3])[CH3:2].[F:20][C:21]1[CH:22]=[C:23](B(O)O)[CH:24]=[CH:25][C:26]=1[O:27][CH3:28].C1COCC1.C([O-])([O-])=O.[K+].[K+]. The catalyst is Cl[Pd](Cl)([P](C1C=CC=CC=1)(C1C=CC=CC=1)C1C=CC=CC=1)[P](C1C=CC=CC=1)(C1C=CC=CC=1)C1C=CC=CC=1.O. The product is [C:1]([O:5][C:6]([N:8]1[C:12]2[N:13]=[C:14]([C:23]3[CH:24]=[CH:25][C:26]([O:27][CH3:28])=[C:21]([F:20])[CH:22]=3)[N:15]=[C:16]([CH2:17][CH3:18])[C:11]=2[CH:10]=[CH:9]1)=[O:7])([CH3:4])([CH3:3])[CH3:2]. The yield is 0.652. (3) The reactants are [CH3:1][C:2]1[O:6][N:5]=[C:4]([C:7]2[CH:12]=[CH:11][N:10]=[CH:9][N:8]=2)[C:3]=1[CH2:13][O:14][C:15]1[CH:23]=[CH:22][C:18]([C:19]([OH:21])=O)=[CH:17][N:16]=1.[CH2:24]([NH2:26])[CH3:25]. No catalyst specified. The product is [CH2:24]([NH:26][C:19](=[O:21])[C:18]1[CH:22]=[CH:23][C:15]([O:14][CH2:13][C:3]2[C:4]([C:7]3[CH:12]=[CH:11][N:10]=[CH:9][N:8]=3)=[N:5][O:6][C:2]=2[CH3:1])=[N:16][CH:17]=1)[CH3:25]. The yield is 0.780. (4) The reactants are [C:1]([C:3]1[CH:8]=[CH:7][C:6](Br)=[CH:5][C:4]=1[F:10])#[N:2].[CH3:11][C:12]1([CH3:26])[C:17]2[CH:18]=[C:19](B(O)O)[CH:20]=[CH:21][C:16]=2[NH:15][C:14](=[O:25])[O:13]1.C(=O)([O-])[O-].[Na+].[Na+].[OH-].[Na+]. The catalyst is COCCOC.O.C1C=CC([P]([Pd]([P](C2C=CC=CC=2)(C2C=CC=CC=2)C2C=CC=CC=2)([P](C2C=CC=CC=2)(C2C=CC=CC=2)C2C=CC=CC=2)[P](C2C=CC=CC=2)(C2C=CC=CC=2)C2C=CC=CC=2)(C2C=CC=CC=2)C2C=CC=CC=2)=CC=1. The product is [C:1]([C:3]1[CH:8]=[CH:7][C:6]([C:19]2[CH:20]=[CH:21][C:16]3[NH:15][C:14](=[O:25])[O:13][C:12]([CH3:26])([CH3:11])[C:17]=3[CH:18]=2)=[CH:5][C:4]=1[F:10])#[N:2]. The yield is 0.0600. (5) The reactants are C([O:3][C:4](=O)[C:5]1[CH:10]=[CH:9][CH:8]=[C:7]([N:11]2[C:15]([NH2:16])=[CH:14][C:13]([C:17]([CH3:20])([CH3:19])[CH3:18])=[N:12]2)[CH:6]=1)C.CCN(CC)CC.[BH4-].[Na+]. The catalyst is CCO.O. The product is [NH2:16][C:15]1[N:11]([C:7]2[CH:6]=[C:5]([CH2:4][OH:3])[CH:10]=[CH:9][CH:8]=2)[N:12]=[C:13]([C:17]([CH3:20])([CH3:19])[CH3:18])[CH:14]=1. The yield is 0.870. (6) The reactants are S(Cl)([Cl:3])=O.[CH2:5]1[C:13]2[C:8](=[CH:9][C:10]([CH2:14]O)=[CH:11][CH:12]=2)[CH2:7][CH2:6]1. The catalyst is C(Cl)(Cl)Cl. The product is [Cl:3][CH2:14][C:10]1[CH:9]=[C:8]2[C:13](=[CH:12][CH:11]=1)[CH2:5][CH2:6][CH2:7]2. The yield is 0.990. (7) The reactants are [C:1]([C:5]1[CH:10]=[CH:9][C:8]([OH:11])=[C:7]([Cl:12])[CH:6]=1)([CH3:4])([CH3:3])[CH3:2].CCN(CC)CC.Cl[C:21]([O:23][CH3:24])=[O:22]. The catalyst is ClCCl.CN(C1C=CN=CC=1)C. The product is [C:21](=[O:22])([O:23][CH3:24])[O:11][C:8]1[CH:9]=[CH:10][C:5]([C:1]([CH3:4])([CH3:2])[CH3:3])=[CH:6][C:7]=1[Cl:12]. The yield is 0.920.